Dataset: Full USPTO retrosynthesis dataset with 1.9M reactions from patents (1976-2016). Task: Predict the reactants needed to synthesize the given product. (1) Given the product [C:1]([O:5][C:6]([NH:8][CH:9]([C:15]1[CH:16]=[CH:17][C:18]([C:21]([NH:23][C:24]2[CH:29]=[C:28]([C:30]3[S:31][CH:32]=[CH:33][CH:34]=3)[CH:27]=[CH:26][C:25]=2[NH:35][C:36]([O:38][C:39]([CH3:42])([CH3:41])[CH3:40])=[O:37])=[O:22])=[CH:19][CH:20]=1)[C:10]([OH:12])=[O:11])=[O:7])([CH3:4])([CH3:3])[CH3:2], predict the reactants needed to synthesize it. The reactants are: [C:1]([O:5][C:6]([NH:8][CH:9]([C:15]1[CH:20]=[CH:19][C:18]([C:21]([NH:23][C:24]2[CH:29]=[C:28]([C:30]3[S:31][CH:32]=[CH:33][CH:34]=3)[CH:27]=[CH:26][C:25]=2[NH:35][C:36]([O:38][C:39]([CH3:42])([CH3:41])[CH3:40])=[O:37])=[O:22])=[CH:17][CH:16]=1)[C:10]([O:12]CC)=[O:11])=[O:7])([CH3:4])([CH3:3])[CH3:2].[OH-].[Li+]. (2) Given the product [NH2:8][C:9]1[C:18]2[N:19]=[C:20]([N:27]([CH3:31])[CH2:28][CH2:29][CH3:30])[N:21]([CH2:22][C:23]([CH3:24])([OH:25])[CH3:26])[C:17]=2[C:16]2[CH:15]=[CH:14][CH:13]=[CH:12][C:11]=2[N:10]=1, predict the reactants needed to synthesize it. The reactants are: COC1C=CC(C[N:8](CC2C=CC(OC)=CC=2)[C:9]2[C:18]3[N:19]=[C:20]([N:27]([CH3:31])[CH2:28][CH2:29][CH3:30])[N:21]([CH2:22][C:23]([CH3:26])([OH:25])[CH3:24])[C:17]=3[C:16]3[CH:15]=[CH:14][CH:13]=[CH:12][C:11]=3[N:10]=2)=CC=1.C(OCC)C. (3) Given the product [Br:1][C:2]1[CH:6]=[C:5]([N:7]2[CH2:11][CH2:10][CH2:9][C@@H:8]2[CH2:12][NH:17][CH3:15])[N:4]([CH3:14])[N:3]=1, predict the reactants needed to synthesize it. The reactants are: [Br:1][C:2]1[CH:6]=[C:5]([N:7]2[CH2:11][CH2:10][CH2:9][C@@H:8]2[CH2:12]O)[N:4]([CH3:14])[N:3]=1.[CH2:15]([N:17](CC)CC)C.CS(Cl)(=O)=O. (4) Given the product [C:1]([O:5][C:6](=[O:26])[NH:7][C@H:8]([C:11](=[O:25])[NH:12][C@@H:13]1[C:19](=[O:20])[N:18]([CH2:38][C:34]2[C:35]3[C:30](=[CH:29][C:28]([Br:27])=[CH:37][CH:36]=3)[CH:31]=[CH:32][C:33]=2[O:40][CH3:41])[C:17]2[CH:21]=[CH:22][CH:23]=[CH:24][C:16]=2[CH2:15][CH2:14]1)[CH2:9][OH:10])([CH3:4])([CH3:2])[CH3:3], predict the reactants needed to synthesize it. The reactants are: [C:1]([O:5][C:6](=[O:26])[NH:7][C@H:8]([C:11](=[O:25])[NH:12][C@@H:13]1[C:19](=[O:20])[NH:18][C:17]2[CH:21]=[CH:22][CH:23]=[CH:24][C:16]=2[CH2:15][CH2:14]1)[CH2:9][OH:10])([CH3:4])([CH3:3])[CH3:2].[Br:27][C:28]1[CH:29]=[C:30]2[C:35](=[CH:36][CH:37]=1)[C:34]([CH2:38]Cl)=[C:33]([O:40][CH3:41])[CH:32]=[CH:31]2.C([O-])([O-])=O.[Cs+].[Cs+].[Na+].[I-]. (5) Given the product [NH2:1][C:2]1[C:7]([C:8]([O:10][CH2:11][CH3:12])=[O:9])=[C:6]([CH3:13])[N:5]=[C:4]2[S:14][C:15]([C:27]3[CH:26]=[N:25][CH:30]=[CH:29][CH:28]=3)=[C:16]([CH3:17])[C:3]=12, predict the reactants needed to synthesize it. The reactants are: [NH2:1][C:2]1[C:7]([C:8]([O:10][CH2:11][CH3:12])=[O:9])=[C:6]([CH3:13])[N:5]=[C:4]2[S:14][C:15](Br)=[C:16]([CH3:17])[C:3]=12.C(=O)([O-])[O-].[Na+].[Na+].[N:25]1[CH:30]=[CH:29][CH:28]=[C:27](B(O)O)[CH:26]=1.COCCOC. (6) Given the product [Si:19]([O:18][CH2:17][CH:2]([OH:1])[CH2:3][N:4]1[C:9](=[O:10])[CH:8]=[N:7][C:6]2[CH:11]=[CH:12][C:13]([O:15][CH3:16])=[N:14][C:5]1=2)([C:22]([CH3:25])([CH3:24])[CH3:23])([CH3:21])[CH3:20], predict the reactants needed to synthesize it. The reactants are: [OH:1][CH:2]([CH2:17][OH:18])[CH2:3][N:4]1[C:9](=[O:10])[CH:8]=[N:7][C:6]2[CH:11]=[CH:12][C:13]([O:15][CH3:16])=[N:14][C:5]1=2.[Si:19](Cl)([C:22]([CH3:25])([CH3:24])[CH3:23])([CH3:21])[CH3:20].C(N(CC)CC)C.O.C(=O)(O)[O-].[Na+]. (7) Given the product [CH2:20]([O:19][C:17](=[O:18])[CH:16]([O:1][CH:2]1[CH2:3][N:4]([C:6]([O:8][C:9]([CH3:12])([CH3:11])[CH3:10])=[O:7])[CH2:5]1)[CH3:22])[CH3:21], predict the reactants needed to synthesize it. The reactants are: [OH:1][CH:2]1[CH2:5][N:4]([C:6]([O:8][C:9]([CH3:12])([CH3:11])[CH3:10])=[O:7])[CH2:3]1.[H-].[Na+].Br[CH:16]([CH3:22])[C:17]([O:19][CH2:20][CH3:21])=[O:18].